This data is from Forward reaction prediction with 1.9M reactions from USPTO patents (1976-2016). The task is: Predict the product of the given reaction. (1) Given the reactants C(C1C=CC(C(Cl)=O)=CC=1)C.[CH3:12][O:13][C:14]1[CH:15]=[C:16]2[C:21](=[CH:22][C:23]=1[O:24][CH3:25])[N:20]=[CH:19][CH:18]=[C:17]2[O:26][C:27]1[CH:33]=[CH:32][C:30]([NH2:31])=[C:29]([F:34])[CH:28]=1.[CH2:35]([C:37]1[CH:42]=[CH:41][C:40]([C:43]([N:45]=[C:46]=[S:47])=[O:44])=[CH:39][CH:38]=1)[CH3:36], predict the reaction product. The product is: [CH2:35]([C:37]1[CH:38]=[CH:39][C:40]([C:43]([N:45]=[C:46]=[S:47])=[O:44])=[CH:41][CH:42]=1)[CH3:36].[CH3:12][O:13][C:14]1[CH:15]=[C:16]2[C:21](=[CH:22][C:23]=1[O:24][CH3:25])[N:20]=[CH:19][CH:18]=[C:17]2[O:26][C:27]1[CH:33]=[CH:32][C:30]([NH:31][C:46]([NH:45][C:43](=[O:44])[C:40]2[CH:41]=[CH:42][C:37]([CH2:35][CH3:36])=[CH:38][CH:39]=2)=[S:47])=[C:29]([F:34])[CH:28]=1. (2) Given the reactants [NH:1]1[C:9]2[C:4](=[CH:5][C:6]([C:10]3[S:11][CH2:12][C@@H:13]([C:15]([OH:17])=[O:16])[N:14]=3)=[CH:7][CH:8]=2)[CH:3]=[CH:2]1.[OH-].[Na+].[S:20](Cl)(Cl)(=[O:22])=[O:21].Cl, predict the reaction product. The product is: [C:4]1([S:20]([N:1]2[C:9]3[C:4](=[CH:5][C:6]([C:10]4[S:11][CH2:12][C@@H:13]([C:15]([OH:17])=[O:16])[N:14]=4)=[CH:7][CH:8]=3)[CH:3]=[CH:2]2)(=[O:22])=[O:21])[CH:9]=[CH:8][CH:7]=[CH:6][CH:5]=1. (3) Given the reactants ClC1SC(C2CCN(C(=O)CN3C4=NC=CC=C4N=C3)CC2)=NC=1C1C=C(C(C)(C)C)[N:28]=[C:27]([C:35]([CH3:38])([CH3:37])[CH3:36])[N:26]=1.[Cl:39][C:40]1[S:44][C:43]([CH:45]2[CH2:50][CH2:49][N:48]([C:51](=[O:63])[CH2:52][N:53]3[C:57]4[CH:58]=[CH:59][CH:60]=[CH:61][C:56]=4[NH:55][C:54]3=[O:62])[CH2:47][CH2:46]2)=[N:42][C:41]=1[C:64]1[CH:69]=[C:68]([C:70]([CH3:73])([CH3:72])[CH3:71])C(OC)=C(C(C)(C)C)C=1.C(N(C(C)C)CC)(C)C.CCN=C=NCCCN(C)C, predict the reaction product. The product is: [Cl:39][C:40]1[S:44][C:43]([CH:45]2[CH2:46][CH2:47][N:48]([C:51](=[O:63])[CH2:52][N:53]3[C:57]4[CH:58]=[CH:59][CH:60]=[CH:61][C:56]=4[NH:55][C:54]3=[O:62])[CH2:49][CH2:50]2)=[N:42][C:41]=1[C:64]1[CH:69]=[C:68]([C:70]([CH3:73])([CH3:72])[CH3:71])[N:28]=[C:27]([C:35]([CH3:38])([CH3:37])[CH3:36])[N:26]=1. (4) Given the reactants [CH3:1][C:2]1([CH3:9])[CH2:5][CH:4](C(O)=O)[CH2:3]1.C1C=CC(P([N:24]=[N+]=[N-])(C2C=CC=CC=2)=O)=CC=1.[NH2:27][C:28]1[C:29]([F:57])=[CH:30][C:31]([CH3:56])=[C:32]([C:34]2[C:35]([CH3:55])=[N:36][C:37]3[C:42]([CH:43]=2)=[CH:41][N:40]=[C:39]([N:44]([CH2:46][C:47]2[CH:52]=[CH:51][C:50]([O:53][CH3:54])=[CH:49][CH:48]=2)[CH3:45])[CH:38]=3)[CH:33]=1.[O:58]1[CH2:63]COCC1, predict the reaction product. The product is: [CH3:9][C:2]1([CH3:1])[CH2:3][CH:4]([NH:24][C:63]([NH:27][C:28]2[CH:33]=[C:32]([C:34]3[C:35]([CH3:55])=[N:36][C:37]4[C:42]([CH:43]=3)=[CH:41][N:40]=[C:39]([N:44]([CH2:46][C:47]3[CH:52]=[CH:51][C:50]([O:53][CH3:54])=[CH:49][CH:48]=3)[CH3:45])[CH:38]=4)[C:31]([CH3:56])=[CH:30][C:29]=2[F:57])=[O:58])[CH2:5]1. (5) Given the reactants [Cl:1][C:2]1[CH:7]=[C:6]([O:8]CC2C=CC=CC=2)[CH:5]=[C:4]([Cl:16])[C:3]=1[O:17][CH2:18][CH:19]1[CH2:24][CH2:23][N:22]([C:25]2[CH:30]=[CH:29][C:28]([C:31]([F:34])([F:33])[F:32])=[CH:27][N:26]=2)[CH2:21][CH2:20]1.[H][H], predict the reaction product. The product is: [Cl:16][C:4]1[CH:5]=[C:6]([OH:8])[CH:7]=[C:2]([Cl:1])[C:3]=1[O:17][CH2:18][CH:19]1[CH2:24][CH2:23][N:22]([C:25]2[CH:30]=[CH:29][C:28]([C:31]([F:34])([F:33])[F:32])=[CH:27][N:26]=2)[CH2:21][CH2:20]1. (6) Given the reactants [NH:1]1[C:5]([CH2:6][C:7]2[CH:12]=[CH:11][C:10]([CH2:13][OH:14])=[CH:9][CH:8]=2)=[N:4][N:3]=[N:2]1.O, predict the reaction product. The product is: [NH:4]1[C:5]([CH2:6][C:7]2[CH:12]=[CH:11][C:10]([CH:13]=[O:14])=[CH:9][CH:8]=2)=[N:1][N:2]=[N:3]1. (7) Given the reactants C(O)(C(F)(F)F)=O.[CH2:8]([N:15]([CH3:31])[CH2:16][CH2:17][CH:18]1[CH2:23][CH2:22][N:21](C(OC(C)(C)C)=O)[CH2:20][CH2:19]1)[C:9]1[CH:14]=[CH:13][CH:12]=[CH:11][CH:10]=1, predict the reaction product. The product is: [CH2:8]([N:15]([CH3:31])[CH2:16][CH2:17][CH:18]1[CH2:23][CH2:22][NH:21][CH2:20][CH2:19]1)[C:9]1[CH:14]=[CH:13][CH:12]=[CH:11][CH:10]=1. (8) Given the reactants [C:1]([CH2:3][C:4]1[N:12]2[C:7]([CH2:8][CH2:9][CH2:10][CH2:11]2)=[CH:6][C:5]=1[C:13]([O:15][CH3:16])=[O:14])#[N:2].[H][H].[ClH:19], predict the reaction product. The product is: [ClH:19].[NH2:2][CH2:1][CH2:3][C:4]1[N:12]2[C:7]([CH2:8][CH2:9][CH2:10][CH2:11]2)=[CH:6][C:5]=1[C:13]([O:15][CH3:16])=[O:14]. (9) Given the reactants [C:1]([C:3]1[S:7][C:6]([C:8]2[CH:9]=[C:10]3[C:15](=[CH:16][CH:17]=2)[N:14]=[CH:13][C:12]([C:18]([CH:20]2[CH2:22][CH2:21]2)=[O:19])=[C:11]3[NH:23][C@H:24]2[CH2:29][CH2:28][C@H:27]([NH:30]C(=O)OC(C)(C)C)[CH2:26][CH2:25]2)=[CH:5][CH:4]=1)#[N:2].C(O)(C(F)(F)F)=O, predict the reaction product. The product is: [NH2:30][C@H:27]1[CH2:28][CH2:29][C@H:24]([NH:23][C:11]2[C:10]3[C:15](=[CH:16][CH:17]=[C:8]([C:6]4[S:7][C:3]([C:1]#[N:2])=[CH:4][CH:5]=4)[CH:9]=3)[N:14]=[CH:13][C:12]=2[C:18]([CH:20]2[CH2:21][CH2:22]2)=[O:19])[CH2:25][CH2:26]1. (10) Given the reactants [F:1][C:2]1[C:3]([OH:8])=[N:4][O:5][C:6]=1[CH3:7].O[CH2:10][C@@H:11]([N:13]1[C:21](=[O:22])[C:20]2[C:15](=[CH:16][CH:17]=[CH:18][CH:19]=2)[C:14]1=[O:23])[CH3:12], predict the reaction product. The product is: [F:1][C:2]1[C:3]([O:8][CH2:12][C@@H:11]([N:13]2[C:21](=[O:22])[C:20]3[C:15](=[CH:16][CH:17]=[CH:18][CH:19]=3)[C:14]2=[O:23])[CH3:10])=[N:4][O:5][C:6]=1[CH3:7].